Dataset: Catalyst prediction with 721,799 reactions and 888 catalyst types from USPTO. Task: Predict which catalyst facilitates the given reaction. (1) Reactant: [CH3:1][C:2]1([CH2:8][C:9]([OH:11])=O)[CH2:7][CH2:6][O:5][CH2:4][CH2:3]1.CCN(C(C)C)C(C)C.C1C=CC2N(O)N=NC=2C=1.CCN=C=NCCCN(C)C.Cl.Cl.[CH:44]1([CH2:52][NH:53][C:54]([N:56]2[CH2:64][C:63]3[CH:62]=[CH:61][N:60]=[CH:59][C:58]=3[CH2:57]2)=[O:55])[C:46]2([CH2:51][CH2:50][NH:49][CH2:48][CH2:47]2)[CH2:45]1. Product: [CH3:1][C:2]1([CH2:8][C:9]([N:49]2[CH2:50][CH2:51][C:46]3([CH:44]([CH2:52][NH:53][C:54]([N:56]4[CH2:64][C:63]5[CH:62]=[CH:61][N:60]=[CH:59][C:58]=5[CH2:57]4)=[O:55])[CH2:45]3)[CH2:47][CH2:48]2)=[O:11])[CH2:3][CH2:4][O:5][CH2:6][CH2:7]1. The catalyst class is: 85. (2) The catalyst class is: 3. Reactant: [OH:1][C:2]([C:18]1[CH:23]=[CH:22][CH:21]=[C:20]([O:24][CH2:25][CH2:26][CH2:27][NH:28][C:29](=[O:51])[CH2:30][CH2:31][CH2:32][CH2:33][CH2:34][NH:35][C:36](=[O:50])[CH2:37][CH2:38][CH2:39][CH2:40][CH:41]2[CH:48]3[CH:44]([NH:45][C:46](=[O:49])[NH:47]3)[CH2:43][S:42]2)[CH:19]=1)([C:12]1[CH:17]=[CH:16][CH:15]=[CH:14][CH:13]=1)[C:3]1[CH:11]=[CH:10][C:6]([C:7]([OH:9])=[O:8])=[CH:5][CH:4]=1.C(N=C=NC(C)C)(C)C.O[N:62]1[C:66](=[O:67])[CH2:65][CH2:64][C:63]1=[O:68]. Product: [C:63]1(=[O:68])[N:62]([O:8][C:7](=[O:9])[C:6]2[CH:5]=[CH:4][C:3]([C:2]([OH:1])([C:18]3[CH:23]=[CH:22][CH:21]=[C:20]([O:24][CH2:25][CH2:26][CH2:27][NH:28][C:29](=[O:51])[CH2:30][CH2:31][CH2:32][CH2:33][CH2:34][NH:35][C:36](=[O:50])[CH2:37][CH2:38][CH2:39][CH2:40][CH:41]4[CH:48]5[CH:44]([NH:45][C:46](=[O:49])[NH:47]5)[CH2:43][S:42]4)[CH:19]=3)[C:12]3[CH:17]=[CH:16][CH:15]=[CH:14][CH:13]=3)=[CH:11][CH:10]=2)[C:66](=[O:67])[CH2:65][CH2:64]1.